Dataset: CYP1A2 inhibition data for predicting drug metabolism from PubChem BioAssay. Task: Regression/Classification. Given a drug SMILES string, predict its absorption, distribution, metabolism, or excretion properties. Task type varies by dataset: regression for continuous measurements (e.g., permeability, clearance, half-life) or binary classification for categorical outcomes (e.g., BBB penetration, CYP inhibition). Dataset: cyp1a2_veith. The result is 0 (non-inhibitor). The molecule is CN(C)N1C(N)=C(C#N)C(c2cccnc2)C2=C1CC(C)(C)CC2=O.